From a dataset of Forward reaction prediction with 1.9M reactions from USPTO patents (1976-2016). Predict the product of the given reaction. (1) Given the reactants [CH3:1]/[C:2](/[CH2:8][CH2:9]/[CH:10]=[C:11](\[CH3:18])/[CH2:12][CH2:13][CH:14]=[C:15]([CH3:17])[CH3:16])=[CH:3]\[CH2:4][C:5]([OH:7])=[O:6].[CH3:19][O:20][C:21](=[O:30])[C@H:22]([C:24]1[CH:29]=[CH:28][CH:27]=[CH:26][CH:25]=1)O.CO.C1CCC(N=C=NC2CCCCC2)CC1, predict the reaction product. The product is: [CH3:19][O:20][C:21]([C@@H:22]([O:6][C:5](=[O:7])[CH2:4]/[CH:3]=[C:2](\[CH3:1])/[CH2:8][CH2:9]/[CH:10]=[C:11](\[CH3:18])/[CH2:12][CH2:13][CH:14]=[C:15]([CH3:17])[CH3:16])[C:24]1[CH:29]=[CH:28][CH:27]=[CH:26][CH:25]=1)=[O:30]. (2) Given the reactants [CH3:1]C(C)([O-])C.[K+].[Br-].CP(C1C=CC=CC=1)(C1C=CC=CC=1)C1C=CC=CC=1.O=[C:29]1[CH2:32][N:31]([C:33]([O:35][C:36]([CH3:39])([CH3:38])[CH3:37])=[O:34])[CH2:30]1, predict the reaction product. The product is: [CH2:1]=[C:29]1[CH2:32][N:31]([C:33]([O:35][C:36]([CH3:39])([CH3:38])[CH3:37])=[O:34])[CH2:30]1. (3) Given the reactants [C:1](N1C=CN=C1)(N1C=CN=C1)=O.[F:13][C:14]1[CH:19]=[C:18]([F:20])[CH:17]=[CH:16][C:15]=1[CH:21]([N:32]1[C@H:37]([CH2:38][CH:39]([CH3:41])[CH3:40])[C:36](=[O:42])[NH:35][C@H:34]([CH:43]2[CH2:51][C:50]3[C:45](=[CH:46][CH:47]=[CH:48][CH:49]=3)[CH2:44]2)[C:33]1=[O:52])[C:22]([NH:24][C:25]1C=CC=CC=1O)=[O:23].CNC.O1CCCC1, predict the reaction product. The product is: [F:13][C:14]1[CH:19]=[C:18]([F:20])[CH:17]=[CH:16][C:15]=1[C@@H:21]([N:32]1[C@H:37]([CH2:38][CH:39]([CH3:41])[CH3:40])[C:36](=[O:42])[NH:35][C@H:34]([CH:43]2[CH2:44][C:45]3[C:50](=[CH:49][CH:48]=[CH:47][CH:46]=3)[CH2:51]2)[C:33]1=[O:52])[C:22]([N:24]([CH3:1])[CH3:25])=[O:23]. (4) Given the reactants Cl.Cl[C:3]1[N:16]2[C:7](=[N:8][C:9]3[C:14]([C:15]2=[O:17])=[C:13]([F:18])[CH:12]=[CH:11][CH:10]=3)[C:6]2[CH:19]=[CH:20][N:21](S(C3C=CC(C)=CC=3)(=O)=O)[C:5]=2[N:4]=1.[NH2:32][C:33]1[C:34]([O:48][CH3:49])=[CH:35][C:36]([CH3:47])=[C:37]([N:39]([CH3:46])[C:40](=[O:45])[CH2:41][N:42]([CH3:44])[CH3:43])[CH:38]=1.[OH-].[NH4+:51], predict the reaction product. The product is: [CH3:43][N:42]([CH3:44])[CH2:41][C:40]([N:39]([CH3:46])[C:37]1[C:36]([CH3:47])=[CH:35][C:34]([O:48][CH3:49])=[C:33]([NH:32][C:3]2[NH:4][C:5]3=[N:21][CH:20]=[CH:19][C:6]3=[C:7]([NH:8][C:9]3[CH:10]=[CH:11][CH:12]=[C:13]([F:18])[C:14]=3[C:15]([NH2:51])=[O:17])[N:16]=2)[CH:38]=1)=[O:45]. (5) Given the reactants [N:1]1([C:13]([O:15][C:16]([CH3:19])([CH3:18])[CH3:17])=[O:14])[CH2:7][CH2:6][CH2:5][CH:4]([C:8](OCC)=[O:9])[CH2:3][CH2:2]1.[H-].[H-].[H-].[H-].[Li+].[Al+3].O.[O-]S([O-])(=O)=O.[Na+].[Na+], predict the reaction product. The product is: [OH:9][CH2:8][CH:4]1[CH2:5][CH2:6][CH2:7][N:1]([C:13]([O:15][C:16]([CH3:19])([CH3:18])[CH3:17])=[O:14])[CH2:2][CH2:3]1. (6) Given the reactants [O:1]1[CH2:6][CH:5]=[C:4](B2OC(C)(C)C(C)(C)O2)[CH2:3][CH2:2]1.Br[C:17]1[NH:21][C:20]([C:22]2[CH:27]=[CH:26][C:25]([F:28])=[CH:24][CH:23]=2)=[N:19][C:18]=1[C:29]1[CH:30]=[C:31]([O:36][CH3:37])[C:32]([NH2:35])=[N:33][CH:34]=1.C([O-])([O-])=O.[Na+].[Na+], predict the reaction product. The product is: [F:28][C:25]1[CH:24]=[CH:23][C:22]([C:20]2[NH:21][C:17]([CH:4]3[CH2:3][CH2:2][O:1][CH2:6][CH2:5]3)=[C:18]([C:29]3[CH:30]=[C:31]([O:36][CH3:37])[C:32]([NH2:35])=[N:33][CH:34]=3)[N:19]=2)=[CH:27][CH:26]=1. (7) Given the reactants C1(P(C2C=CC=CC=2)C2C=CC=CC=2)C=CC=CC=1.[Br:20][C:21]1[CH:22]=[CH:23][C:24]([N+:28]([O-:30])=[O:29])=[C:25]([OH:27])[CH:26]=1.[C:31]([O:36][CH3:37])(=[O:35])[C@H:32]([CH3:34])O.N(C(OC(C)C)=O)=NC(OC(C)C)=O, predict the reaction product. The product is: [Br:20][C:21]1[CH:22]=[CH:23][C:24]([N+:28]([O-:30])=[O:29])=[C:25]([CH:26]=1)[O:27][C@H:32]([CH3:34])[C:31]([O:36][CH3:37])=[O:35]. (8) Given the reactants [I:1][C:2]1[C:11]([N+:12]([O-])=O)=[CH:10][CH:9]=[CH:8][C:3]=1[C:4]([O:6][CH3:7])=[O:5], predict the reaction product. The product is: [NH2:12][C:11]1[C:2]([I:1])=[C:3]([CH:8]=[CH:9][CH:10]=1)[C:4]([O:6][CH3:7])=[O:5].